From a dataset of Full USPTO retrosynthesis dataset with 1.9M reactions from patents (1976-2016). Predict the reactants needed to synthesize the given product. (1) Given the product [C:32]1([C:6]2[CH2:7][CH2:8][C:3]([C:17]3[CH:18]=[C:19]([CH3:23])[CH:20]=[CH:21][CH:22]=3)([C:1]#[N:2])[CH2:4][CH:5]=2)[C:33]2[C:28](=[CH:27][CH:26]=[CH:25][CH:24]=2)[CH:29]=[CH:30][CH:31]=1, predict the reactants needed to synthesize it. The reactants are: [C:1]([C:3]1([C:17]2[CH:18]=[C:19]([CH3:23])[CH:20]=[CH:21][CH:22]=2)[CH2:8][CH2:7][C:6](OS(C(F)(F)F)(=O)=O)=[CH:5][CH2:4]1)#[N:2].[C:24]1(B(O)O)[C:33]2[C:28](=[CH:29][CH:30]=[CH:31][CH:32]=2)[CH:27]=[CH:26][CH:25]=1.[Cl-].[Li+].C(=O)([O-])[O-].[Na+].[Na+]. (2) Given the product [F:20][C:19]([F:22])([F:21])[C:16]1[CH:17]=[CH:18][C:13]([N:8]2[CH2:9][CH2:10][C:5]3[C:4](=[O:11])[NH:3][CH:2]=[N:1][C:6]=3[CH2:7]2)=[N:14][CH:15]=1, predict the reactants needed to synthesize it. The reactants are: [N:1]1[C:6]2[CH2:7][NH:8][CH2:9][CH2:10][C:5]=2[C:4](=[O:11])[NH:3][CH:2]=1.Cl[C:13]1[CH:18]=[CH:17][C:16]([C:19]([F:22])([F:21])[F:20])=[CH:15][N:14]=1.C(N(CC)C(C)C)(C)C.CN1CCCC1=O.